This data is from Forward reaction prediction with 1.9M reactions from USPTO patents (1976-2016). The task is: Predict the product of the given reaction. (1) Given the reactants [OH:1][C@@H:2]([C:35]#[C:36][CH3:37])[C@@H:3]([N:16]1[CH2:20][CH2:19][C@H:18]([NH:21][C:22](=[O:33])[C:23]2[CH:28]=[CH:27][CH:26]=[C:25]([C:29]([F:32])([F:31])[F:30])[CH:24]=2)[C:17]1=[O:34])[CH2:4][NH:5]C(=O)OCC1C=CC=CC=1, predict the reaction product. The product is: [NH2:5][CH2:4][C@H:3]([N:16]1[CH2:20][CH2:19][C@H:18]([NH:21][C:22](=[O:33])[C:23]2[CH:28]=[CH:27][CH:26]=[C:25]([C:29]([F:31])([F:32])[F:30])[CH:24]=2)[C:17]1=[O:34])[C@@H:2]([OH:1])[CH2:35][CH2:36][CH3:37]. (2) Given the reactants [H-].[Na+].[C:3]([O:9][CH2:10][CH3:11])(=[O:8])[CH2:4][C:5]([CH3:7])=[O:6].Br[CH2:13][C:14]1[CH:23]=[CH:22][C:17]([C:18]([O:20][CH3:21])=[O:19])=[CH:16][C:15]=1[F:24], predict the reaction product. The product is: [CH2:10]([O:9][C:3]([CH:4]([C:5](=[O:6])[CH3:7])[CH2:13][C:14]1[CH:23]=[CH:22][C:17]([C:18]([O:20][CH3:21])=[O:19])=[CH:16][C:15]=1[F:24])=[O:8])[CH3:11]. (3) Given the reactants [C:1]([O:4][CH2:5][CH2:6][O:7][CH2:8][CH2:9][O:10][CH2:11][CH3:12])(=[O:3])[CH3:2].C1(C=CC(O)=CC=1)[OH:14].C(O)(=O)C=C.C1(P(C2C=CC=CC=2)C2C=CC=CC=2)C=CC=CC=1, predict the reaction product. The product is: [C:5]1(=[O:14])[O:4][C:1](=[O:3])[CH2:2][CH2:6]1.[C:1]([O:4][CH2:5][CH2:6][O:7][CH2:8][CH2:9][O:10][CH2:11][CH3:12])(=[O:3])[CH3:2]. (4) Given the reactants [C:1]([O:5][C:6]([N:8]1[CH2:13][CH2:12][CH:11]([CH2:14]O)[CH2:10][CH2:9]1)=[O:7])([CH3:4])([CH3:3])[CH3:2].[NH:16]1[CH:20]=[CH:19][N:18]=[N:17]1, predict the reaction product. The product is: [C:1]([O:5][C:6]([N:8]1[CH2:13][CH2:12][CH:11]([CH2:14][N:17]2[N:18]=[CH:19][CH:20]=[N:16]2)[CH2:10][CH2:9]1)=[O:7])([CH3:4])([CH3:3])[CH3:2].[C:1]([O:5][C:6]([N:8]1[CH2:13][CH2:12][CH:11]([CH2:14][N:16]2[CH:20]=[CH:19][N:18]=[N:17]2)[CH2:10][CH2:9]1)=[O:7])([CH3:4])([CH3:3])[CH3:2]. (5) Given the reactants CCO[C:4]([CH:6]1[C:10](=[O:11])[CH2:9][CH2:8][CH2:7]1)=O.C(#N)C=C.CCCCCC.[C:22]([O:25][CH2:26][CH3:27])(=[O:24])[CH3:23], predict the reaction product. The product is: [O:11]=[C:10]1[CH2:9][CH2:8][CH2:7][CH:6]1[CH2:4][CH2:23][C:22]([O:25][CH2:26][CH3:27])=[O:24]. (6) Given the reactants [CH2:1]([O:3][C:4](=[O:20])[C:5]1[CH:10]=[C:9]([O:11][C:12]([F:15])([F:14])[F:13])[C:8](Br)=[CH:7][C:6]=1[N+:17]([O-:19])=[O:18])[CH3:2].[C:21]([O:25][C:26]([NH:28][C@@H:29]1[CH2:33][CH2:32][N:31]([CH2:34][B-](F)(F)F)[CH2:30]1)=[O:27])([CH3:24])([CH3:23])[CH3:22].[K+].C(=O)([O-])[O-].[K+].[K+], predict the reaction product. The product is: [CH2:1]([O:3][C:4](=[O:20])[C:5]1[CH:10]=[C:9]([O:11][C:12]([F:15])([F:14])[F:13])[C:8]([CH2:34][N:31]2[CH2:32][CH2:33][C@@H:29]([NH:28][C:26]([O:25][C:21]([CH3:24])([CH3:23])[CH3:22])=[O:27])[CH2:30]2)=[CH:7][C:6]=1[N+:17]([O-:19])=[O:18])[CH3:2]. (7) Given the reactants [NH2:1][C:2]1[N:7]=[CH:6][N:5]=[C:4]([NH:8][C@H:9]([C:11]2[N:15]([CH:16]3[CH2:18][CH2:17]3)[C:14]3[C:19]([C:23]([OH:25])=O)=[CH:20][CH:21]=[CH:22][C:13]=3[N:12]=2)[CH3:10])[C:3]=1[C:26]#[N:27].[CH:28]1([NH2:33])[CH2:32][CH2:31][CH2:30][CH2:29]1.C(N(C(C)C)C(C)C)C.N1(O[P+](N2CCCC2)(N2CCCC2)N2CCCC2)C2C=CC=CC=2N=N1, predict the reaction product. The product is: [NH2:1][C:2]1[N:7]=[CH:6][N:5]=[C:4]([NH:8][C@H:9]([C:11]2[N:15]([CH:16]3[CH2:17][CH2:18]3)[C:14]3[C:19]([C:23]([NH:33][CH:28]4[CH2:32][CH2:31][CH2:30][CH2:29]4)=[O:25])=[CH:20][CH:21]=[CH:22][C:13]=3[N:12]=2)[CH3:10])[C:3]=1[C:26]#[N:27]. (8) Given the reactants [S:1]1[CH:5]=[C:4]([C:6]([OH:8])=O)[N:3]=[CH:2]1.[CH3:9][NH:10][O:11][CH3:12].CN(C(ON1N=NC2C=CC=NC1=2)=[N+](C)C)C.F[P-](F)(F)(F)(F)F, predict the reaction product. The product is: [CH3:12][O:11][N:10]([CH3:9])[C:6]([C:4]1[N:3]=[CH:2][S:1][CH:5]=1)=[O:8]. (9) The product is: [F:24][C:2]([F:23])([F:1])[C:3]1[CH:4]=[C:5]([C:13]2[N:17]=[CH:16][N:15](/[CH:18]=[CH:19]\[C:20]([NH:27][NH:26][C:28]3[CH:33]=[CH:32][N:31]=[CH:30][CH:29]=3)=[O:22])[N:14]=2)[CH:6]=[C:7]([C:9]([F:10])([F:12])[F:11])[CH:8]=1. Given the reactants [F:1][C:2]([F:24])([F:23])[C:3]1[CH:4]=[C:5]([C:13]2[N:17]=[CH:16][N:15](/[CH:18]=[CH:19]\[C:20]([OH:22])=O)[N:14]=2)[CH:6]=[C:7]([C:9]([F:12])([F:11])[F:10])[CH:8]=1.Cl.[NH:26]([C:28]1[CH:33]=[CH:32][N:31]=[CH:30][CH:29]=1)[NH2:27].C(P1(=O)OP(CCC)(=O)OP(CCC)(=O)O1)CC.CCN(C(C)C)C(C)C, predict the reaction product. (10) Given the reactants [OH-].[Na+].[Cl:3][C:4]1[CH:9]=[CH:8][C:7]([C:10]2[CH:15]=[CH:14][C:13]([CH2:16][O:17][C:18]3[CH:27]=[C:26]4[C:21]([CH2:22][CH2:23][N:24]([CH:29]5[CH2:33][CH2:32][CH2:31][CH2:30]5)[C:25]4=[O:28])=[CH:20][CH:19]=3)=[CH:12][CH:11]=2)=[CH:6][C:5]=1[C:34]([O:36]C)=[O:35], predict the reaction product. The product is: [Cl:3][C:4]1[CH:9]=[CH:8][C:7]([C:10]2[CH:15]=[CH:14][C:13]([CH2:16][O:17][C:18]3[CH:27]=[C:26]4[C:21]([CH2:22][CH2:23][N:24]([CH:29]5[CH2:33][CH2:32][CH2:31][CH2:30]5)[C:25]4=[O:28])=[CH:20][CH:19]=3)=[CH:12][CH:11]=2)=[CH:6][C:5]=1[C:34]([OH:36])=[O:35].